Dataset: Forward reaction prediction with 1.9M reactions from USPTO patents (1976-2016). Task: Predict the product of the given reaction. (1) The product is: [ClH:37].[F:35][C:31]1[CH:32]=[C:33]2[C:28](=[C:29]([F:36])[CH:30]=1)[O:27][CH2:26][C@H:25]([N:20]1[C:19]([CH2:18][CH2:17][NH:9][OH:8])=[CH:23][NH:22][C:21]1=[S:24])[CH2:34]2. Given the reactants C(OC([O:8][N:9]([CH2:17][CH2:18][C:19]1[N:20]([C@@H:25]2[CH2:34][C:33]3[C:28](=[C:29]([F:36])[CH:30]=[C:31]([F:35])[CH:32]=3)[O:27][CH2:26]2)[C:21](=[S:24])[NH:22][CH:23]=1)C(=O)OC(C)(C)C)=O)(C)(C)C.[ClH:37].O, predict the reaction product. (2) Given the reactants [CH:1]1([CH2:6][OH:7])[CH2:5][CH2:4][CH2:3][CH2:2]1.[C:8]([C:12]1[CH:17]=[CH:16][C:15]([CH:18]([C:20]2[CH:25]=[CH:24][C:23]([Cl:26])=[C:22]([O:27][CH3:28])[N:21]=2)O)=[CH:14][CH:13]=1)([CH3:11])([CH3:10])[CH3:9].O, predict the reaction product. The product is: [C:8]([C:12]1[CH:13]=[CH:14][C:15]([CH:18]([O:7][CH2:6][CH:1]2[CH2:5][CH2:4][CH2:3][CH2:2]2)[C:20]2[N:21]=[C:22]([O:27][CH3:28])[C:23]([Cl:26])=[CH:24][CH:25]=2)=[CH:16][CH:17]=1)([CH3:11])([CH3:9])[CH3:10]. (3) Given the reactants [Br:1][C:2]1[CH:3]=[N:4][C:5]2[N:6]([N:8]=[C:9]([C:11]([OH:13])=O)[CH:10]=2)[CH:7]=1.[F:14][C:15]1[N:20]=[CH:19][C:18]([C:21]2[N:25]3[CH2:26][CH2:27][NH:28][CH:29]([CH3:30])[C:24]3=[N:23][CH:22]=2)=[CH:17][CH:16]=1, predict the reaction product. The product is: [Br:1][C:2]1[CH:3]=[N:4][C:5]2[N:6]([N:8]=[C:9]([C:11]([N:28]3[CH2:27][CH2:26][N:25]4[C:21]([C:18]5[CH:19]=[N:20][C:15]([F:14])=[CH:16][CH:17]=5)=[CH:22][N:23]=[C:24]4[CH:29]3[CH3:30])=[O:13])[CH:10]=2)[CH:7]=1. (4) Given the reactants [NH2:1][CH2:2][C:3]#[N:4].C(N(CC)CC)C.[CH2:12]([S:15](Cl)(=[O:17])=[O:16])[CH2:13][CH3:14], predict the reaction product. The product is: [C:3]([CH2:2][NH:1][S:15]([CH2:12][CH2:13][CH3:14])(=[O:17])=[O:16])#[N:4]. (5) Given the reactants [CH2:1]([C:3]1[CH:10]=[C:9]([CH3:11])[CH:8]=[C:7]([CH2:12][CH3:13])[C:4]=1[CH2:5]O)[CH3:2].[BrH:14], predict the reaction product. The product is: [CH2:1]([C:3]1[CH:10]=[C:9]([CH3:11])[CH:8]=[C:7]([CH2:12][CH3:13])[C:4]=1[CH2:5][Br:14])[CH3:2].